Dataset: Catalyst prediction with 721,799 reactions and 888 catalyst types from USPTO. Task: Predict which catalyst facilitates the given reaction. (1) Reactant: [Cl:1][C:2]1[CH:7]=[C:6]([O:8][C:9]([F:12])([F:11])[F:10])[CH:5]=[CH:4][C:3]=1[OH:13].Br[CH2:15][CH2:16][CH2:17][OH:18].C(=O)([O-])[O-].[K+].[K+]. Product: [Cl:1][C:2]1[CH:7]=[C:6]([O:8][C:9]([F:11])([F:12])[F:10])[CH:5]=[CH:4][C:3]=1[O:13][CH2:15][CH2:16][CH2:17][OH:18]. The catalyst class is: 10. (2) Reactant: [C:1]([O:5][C:6](=[O:16])[NH:7][CH2:8][C:9]1[CH:14]=[CH:13][CH:12]=[C:11]([F:15])[CH:10]=1)([CH3:4])([CH3:3])[CH3:2].[H-].[Na+].[Cl:19][C:20]1[CH:25]=[N:24][CH:23]=[C:22](Cl)[N:21]=1. Product: [C:1]([O:5][C:6](=[O:16])[N:7]([C:22]1[CH:23]=[N:24][CH:25]=[C:20]([Cl:19])[N:21]=1)[CH2:8][C:9]1[CH:14]=[CH:13][CH:12]=[C:11]([F:15])[CH:10]=1)([CH3:4])([CH3:2])[CH3:3]. The catalyst class is: 3.